The task is: Predict the reaction yield, written as a fraction of the theoretical maximum amount of product (1.0 means a 100% yield; for example, 0.34 means a 34% yield).. This data is from Reaction yield outcomes from USPTO patents with 853,638 reactions. (1) The reactants are [Br:1][C:2]1[CH:11]=[CH:10][C:9]2[O:8][CH2:7][C:6]3[CH:12]=[C:13]([C:15]([O:17]C)=[O:16])[S:14][C:5]=3[C:4]=2[CH:3]=1.[OH-].[K+]. The catalyst is O1CCCC1.O. The product is [Br:1][C:2]1[CH:11]=[CH:10][C:9]2[O:8][CH2:7][C:6]3[CH:12]=[C:13]([C:15]([OH:17])=[O:16])[S:14][C:5]=3[C:4]=2[CH:3]=1. The yield is 0.930. (2) The reactants are [CH3:1][N:2]1[C:10]2[C@@:9]3([CH3:14])[C:11]([CH3:13])([CH3:12])[C@H:6]([CH2:7][CH2:8]3)[C:5]=2[C:4](=[O:15])[NH:3]1.[CH3:16][O:17][C:18]1[CH:19]=[C:20]([CH:23]=[CH:24][CH:25]=1)[CH2:21]Br. The catalyst is CN(C)C=O. The product is [CH3:16][O:17][C:18]1[CH:19]=[C:20]([CH:23]=[CH:24][CH:25]=1)[CH2:21][N:3]1[C:4](=[O:15])[C:5]2[C@@H:6]3[C:11]([CH3:12])([CH3:13])[C@@:9]([CH3:14])([CH2:8][CH2:7]3)[C:10]=2[N:2]1[CH3:1]. The yield is 0.420.